Binary Classification. Given a miRNA mature sequence and a target amino acid sequence, predict their likelihood of interaction. From a dataset of Experimentally validated miRNA-target interactions with 360,000+ pairs, plus equal number of negative samples. (1) The miRNA is mmu-miR-340-5p with sequence UUAUAAAGCAAUGAGACUGAUU. The protein sequence of the target gene is MDSFFPEGARVWLRENGQHFPSTVNSCAEGVVVFQTDYGQVFTYKQSTITNQKVTAMHPLHEEGVDDMASLAELHGGSIMYNLFQRYKRNQIYTYIGSIIASVNPYQPIAGLYERATMEEYSRCHLGELPPHIFAIANECYRCLWKRHDNQCVLISGESGAGKTESTKLILKFLSVISQQTLDLGLQEKTSSVEQAILQSSPIMEAFGNAKTVYNNNSSRFGKFVQLNICQQGNIQGGRIVDYLLEKNRVVRQNPGERNYHIFYALLAGLDQGEREEFYLSLPENYHYLNQSGCTEDKTI.... Result: 1 (interaction). (2) The miRNA is hsa-miR-612 with sequence GCUGGGCAGGGCUUCUGAGCUCCUU. The protein sequence of the target gene is MVFRRFVEVGRVAYVSFGPHAGKLVAIVDVIDQNRALVDGPCTQVRRQAMPFKCMQLTDFILKFPHSAHQKYVRQAWQKADINTKWAATRWAKKIEARERKAKMTDFDRFKVMKAKKMRNRIIKNEVKKLQKAALLKASPKKAPGTKGTAAAAAAAAAAKVPAKKITAASKKAPAQKVPAQKATGQKAAPAPKAQKGQKAPAQKAPAPKASGKKA. Result: 1 (interaction).